Dataset: NCI-60 drug combinations with 297,098 pairs across 59 cell lines. Task: Regression. Given two drug SMILES strings and cell line genomic features, predict the synergy score measuring deviation from expected non-interaction effect. (1) Drug 1: CN1CCC(CC1)COC2=C(C=C3C(=C2)N=CN=C3NC4=C(C=C(C=C4)Br)F)OC. Drug 2: CC1C(C(CC(O1)OC2CC(CC3=C2C(=C4C(=C3O)C(=O)C5=C(C4=O)C(=CC=C5)OC)O)(C(=O)C)O)N)O.Cl. Cell line: HS 578T. Synergy scores: CSS=27.0, Synergy_ZIP=13.5, Synergy_Bliss=17.7, Synergy_Loewe=-3.63, Synergy_HSA=11.8. (2) Drug 1: C1=CC=C(C(=C1)C(C2=CC=C(C=C2)Cl)C(Cl)Cl)Cl. Drug 2: CC(C)(C#N)C1=CC(=CC(=C1)CN2C=NC=N2)C(C)(C)C#N. Cell line: HS 578T. Synergy scores: CSS=-1.48, Synergy_ZIP=1.41, Synergy_Bliss=0.762, Synergy_Loewe=-0.614, Synergy_HSA=-1.39. (3) Drug 1: CC1=C(C(CCC1)(C)C)C=CC(=CC=CC(=CC(=O)O)C)C. Drug 2: CS(=O)(=O)CCNCC1=CC=C(O1)C2=CC3=C(C=C2)N=CN=C3NC4=CC(=C(C=C4)OCC5=CC(=CC=C5)F)Cl. Cell line: MDA-MB-435. Synergy scores: CSS=-1.12, Synergy_ZIP=2.69, Synergy_Bliss=3.77, Synergy_Loewe=1.66, Synergy_HSA=-0.341. (4) Drug 1: CCCS(=O)(=O)NC1=C(C(=C(C=C1)F)C(=O)C2=CNC3=C2C=C(C=N3)C4=CC=C(C=C4)Cl)F. Drug 2: C1=CC(=CC=C1CCC2=CNC3=C2C(=O)NC(=N3)N)C(=O)NC(CCC(=O)O)C(=O)O. Cell line: UACC-257. Synergy scores: CSS=50.6, Synergy_ZIP=6.42, Synergy_Bliss=7.95, Synergy_Loewe=8.13, Synergy_HSA=10.1. (5) Drug 1: CS(=O)(=O)OCCCCOS(=O)(=O)C. Drug 2: C1CCC(C(C1)N)N.C(=O)(C(=O)[O-])[O-].[Pt+4]. Cell line: M14. Synergy scores: CSS=11.5, Synergy_ZIP=-1.35, Synergy_Bliss=3.65, Synergy_Loewe=-8.99, Synergy_HSA=0.898. (6) Drug 1: CC1=C2C(C(=O)C3(C(CC4C(C3C(C(C2(C)C)(CC1OC(=O)C(C(C5=CC=CC=C5)NC(=O)OC(C)(C)C)O)O)OC(=O)C6=CC=CC=C6)(CO4)OC(=O)C)OC)C)OC. Drug 2: COCCOC1=C(C=C2C(=C1)C(=NC=N2)NC3=CC=CC(=C3)C#C)OCCOC.Cl. Cell line: IGROV1. Synergy scores: CSS=60.0, Synergy_ZIP=16.7, Synergy_Bliss=15.8, Synergy_Loewe=22.7, Synergy_HSA=24.0. (7) Cell line: BT-549. Drug 2: CC1C(C(CC(O1)OC2CC(CC3=C2C(=C4C(=C3O)C(=O)C5=CC=CC=C5C4=O)O)(C(=O)C)O)N)O. Synergy scores: CSS=37.2, Synergy_ZIP=-0.124, Synergy_Bliss=-1.39, Synergy_Loewe=-2.14, Synergy_HSA=0.647. Drug 1: COC1=NC(=NC2=C1N=CN2C3C(C(C(O3)CO)O)O)N. (8) Drug 1: CC(C1=C(C=CC(=C1Cl)F)Cl)OC2=C(N=CC(=C2)C3=CN(N=C3)C4CCNCC4)N. Drug 2: CC12CCC3C(C1CCC2=O)CC(=C)C4=CC(=O)C=CC34C. Cell line: SK-MEL-5. Synergy scores: CSS=6.91, Synergy_ZIP=2.17, Synergy_Bliss=1.07, Synergy_Loewe=-10.2, Synergy_HSA=-3.02. (9) Drug 2: CC1=C(C(CCC1)(C)C)C=CC(=CC=CC(=CC(=O)O)C)C. Drug 1: CN1CCC(CC1)COC2=C(C=C3C(=C2)N=CN=C3NC4=C(C=C(C=C4)Br)F)OC. Synergy scores: CSS=28.4, Synergy_ZIP=4.39, Synergy_Bliss=7.34, Synergy_Loewe=5.61, Synergy_HSA=9.95. Cell line: MCF7. (10) Drug 1: CS(=O)(=O)C1=CC(=C(C=C1)C(=O)NC2=CC(=C(C=C2)Cl)C3=CC=CC=N3)Cl. Drug 2: C1=C(C(=O)NC(=O)N1)N(CCCl)CCCl. Cell line: COLO 205. Synergy scores: CSS=36.7, Synergy_ZIP=2.66, Synergy_Bliss=0.168, Synergy_Loewe=-15.2, Synergy_HSA=-4.49.